From a dataset of Catalyst prediction with 721,799 reactions and 888 catalyst types from USPTO. Predict which catalyst facilitates the given reaction. Reactant: Br[C:2]1[N:7]2[CH:8]=[CH:9][N:10]=[C:6]2[CH:5]=[C:4]([CH3:11])[CH:3]=1.[CH3:12][O-:13].[Na+]. Product: [CH3:12][O:13][C:2]1[N:7]2[CH:8]=[CH:9][N:10]=[C:6]2[CH:5]=[C:4]([CH3:11])[CH:3]=1. The catalyst class is: 5.